From a dataset of Catalyst prediction with 721,799 reactions and 888 catalyst types from USPTO. Predict which catalyst facilitates the given reaction. (1) Product: [CH2:1]([C:6]1[CH:34]=[CH:33][C:9]2[N:10]([CH2:14][CH2:15][O:16][C:17]3[CH:32]=[CH:31][C:20]([CH2:21][CH:22]([C:27]([O:29][CH3:30])=[O:28])[C:23]([O:25][CH3:26])=[O:24])=[CH:19][CH:18]=3)[C:11](=[O:13])[S:12][C:8]=2[CH:7]=1)[CH2:2][CH2:3][CH3:4]. The catalyst class is: 81. Reactant: [C:1]([C:6]1[CH:34]=[CH:33][C:9]2[N:10]([CH2:14][CH2:15][O:16][C:17]3[CH:32]=[CH:31][C:20]([CH2:21][CH:22]([C:27]([O:29][CH3:30])=[O:28])[C:23]([O:25][CH3:26])=[O:24])=[CH:19][CH:18]=3)[C:11](=[O:13])[S:12][C:8]=2[CH:7]=1)(=O)[CH2:2][CH2:3][CH3:4]. (2) Reactant: [NH2:1][C:2]1[CH:7]=[C:6]([Cl:8])[CH:5]=[CH:4][N:3]=1.[Cl:9][C:10]1[CH:11]=[C:12]([CH:16]=[CH:17][CH:18]=1)[C:13](O)=[O:14].C(N=C=NCCCN(C)C)C.O. Product: [Cl:9][C:10]1[CH:11]=[C:12]([CH:16]=[CH:17][CH:18]=1)[C:13]([NH:1][C:2]1[CH:7]=[C:6]([Cl:8])[CH:5]=[CH:4][N:3]=1)=[O:14]. The catalyst class is: 143. (3) Reactant: [Cl:1][C:2]1[C:3]([C:12]2[CH:17]=[C:16]([O:18][CH3:19])[C:15]([Cl:20])=[CH:14][C:13]=2[F:21])=[N:4][N:5]([CH3:11])[C:6]=1[O:7][CH:8]([F:10])[F:9].S(=O)(=O)(O)O.[N+:27]([O-])([OH:29])=[O:28]. Product: [Cl:1][C:2]1[C:3]([C:12]2[C:13]([F:21])=[CH:14][C:15]([Cl:20])=[C:16]([O:18][CH3:19])[C:17]=2[N+:27]([O-:29])=[O:28])=[N:4][N:5]([CH3:11])[C:6]=1[O:7][CH:8]([F:9])[F:10]. The catalyst class is: 6. (4) Reactant: C[O:2][CH2:3][C@H:4]([CH3:36])[O:5][C:6]1[CH:7]=[C:8]([C:23]2[NH:27][C:26]([C:28]3[O:29][CH2:30][C@@H:31]([C@H:33]([OH:35])[CH3:34])[N:32]=3)=[CH:25][CH:24]=2)[CH:9]=[C:10]([O:12][C:13]2[CH:14]=[N:15][C:16]([S:19]([CH3:22])(=[O:21])=[O:20])=[CH:17][CH:18]=2)[CH:11]=1.B(Br)(Br)Br.C(=O)([O-])O.[Na+]. Product: [OH:35][C@@H:33]([C@@H:31]1[CH2:30][O:29][C:28]([C:26]2[NH:27][C:23]([C:8]3[CH:7]=[C:6]([CH:11]=[C:10]([O:12][C:13]4[CH:14]=[N:15][C:16]([S:19]([CH3:22])(=[O:20])=[O:21])=[CH:17][CH:18]=4)[CH:9]=3)[O:5][C@@H:4]([CH3:36])[CH2:3][OH:2])=[CH:24][CH:25]=2)=[N:32]1)[CH3:34]. The catalyst class is: 2. (5) Reactant: [Cl:1][C:2]1[S:6][C:5]([C:7]([OH:9])=O)=[CH:4][C:3]=1[C:10]1[N:14]([CH3:15])[N:13]=[CH:12][C:11]=1[Cl:16].[NH2:17][C@@H:18]([CH2:31][C:32]1[CH:37]=[CH:36][CH:35]=[C:34]([C:38]([F:41])([F:40])[F:39])[CH:33]=1)[CH2:19][N:20]1[C:28](=[O:29])[C:27]2[C:22](=[CH:23][CH:24]=[CH:25][CH:26]=2)[C:21]1=[O:30].CC(OC(N[C@H](C(O)=O)CC1C=CC=CC=1C(F)(F)F)=O)(C)C.C1CN([P+](Br)(N2CCCC2)N2CCCC2)CC1.F[P-](F)(F)(F)(F)F.CCN(C(C)C)C(C)C. Product: [Cl:1][C:2]1[S:6][C:5]([C:7]([NH:17][C@@H:18]([CH2:31][C:32]2[CH:37]=[CH:36][CH:35]=[C:34]([C:38]([F:41])([F:39])[F:40])[CH:33]=2)[CH2:19][N:20]2[C:21](=[O:30])[C:22]3[C:27](=[CH:26][CH:25]=[CH:24][CH:23]=3)[C:28]2=[O:29])=[O:9])=[CH:4][C:3]=1[C:10]1[N:14]([CH3:15])[N:13]=[CH:12][C:11]=1[Cl:16]. The catalyst class is: 22. (6) Reactant: C[O:2][C:3](=[O:16])[CH2:4][C:5]1[C:13]2[C:8](=[N:9][CH:10]=[CH:11][C:12]=2[Cl:14])[NH:7][C:6]=1[CH3:15].[H-].[Na+].[CH3:19][S:20]([C:23]1[CH:30]=[CH:29][C:26]([CH2:27]Br)=[CH:25][CH:24]=1)(=[O:22])=[O:21]. Product: [Cl:14][C:12]1[CH:11]=[CH:10][N:9]=[C:8]2[N:7]([CH2:27][C:26]3[CH:25]=[CH:24][C:23]([S:20]([CH3:19])(=[O:22])=[O:21])=[CH:30][CH:29]=3)[C:6]([CH3:15])=[C:5]([CH2:4][C:3]([OH:2])=[O:16])[C:13]=12. The catalyst class is: 18. (7) Reactant: [CH3:1][C:2]1[O:3][CH:4]=[CH:5][C:6]=1[C:7]1[C:17]2[O:16][CH2:15][CH2:14][N:13](C(OC(C)(C)C)=O)[CH2:12][C:11]=2[CH:10]=[CH:9][CH:8]=1.C(OCC)(=O)C.[ClH:31]. Product: [ClH:31].[CH3:1][C:2]1[O:3][CH:4]=[CH:5][C:6]=1[C:7]1[C:17]2[O:16][CH2:15][CH2:14][NH:13][CH2:12][C:11]=2[CH:10]=[CH:9][CH:8]=1. The catalyst class is: 13. (8) Reactant: [CH:1]1([N:4]([CH3:21])[CH:5]2[CH2:14][CH2:13][C:12]([CH3:16])([CH3:15])[C:11]3[CH:10]=[C:9]([C:17]#[CH:18])[CH:8]=[C:7]([O:19][CH3:20])[C:6]2=3)[CH2:3][CH2:2]1.[CH3:22][O:23][C:24](=[O:53])[C:25]([C:28]1[CH:33]=[CH:32][C:31](C#CC2C=C(C3CC3)C3OC4(CC4)CC(C)(C)C=3C=2)=[CH:30][CH:29]=1)([CH3:27])[CH3:26].C(N(CC)CC)C.C(OCC)(=O)C. Product: [CH3:22][O:23][C:24](=[O:53])[C:25]([C:28]1[CH:29]=[CH:30][C:31]([C:18]#[C:17][C:9]2[CH:8]=[C:7]([O:19][CH3:20])[C:6]3[CH:5]([N:4]([CH:1]4[CH2:3][CH2:2]4)[CH3:21])[CH2:14][CH2:13][C:12]([CH3:15])([CH3:16])[C:11]=3[CH:10]=2)=[CH:32][CH:33]=1)([CH3:27])[CH3:26]. The catalyst class is: 730. (9) Reactant: [CH:1]([OH:3])=O.C(OC(=O)C)(=O)C.C([O:18][NH:19][CH2:20][C@@H:21]1[C@@H:25]([CH2:26][CH2:27][CH2:28][CH3:29])[CH2:24][N:23]([CH2:30][CH2:31][CH2:32][CH2:33][CH2:34][O:35]CC2C=CC=CC=2)[C:22]1=[O:43])C1C=CC=CC=1.C(N(CC)CC)C. The catalyst class is: 2. Product: [CH2:26]([C@H:25]1[CH2:24][N:23]([CH2:30][CH2:31][CH2:32][CH2:33][CH2:34][OH:35])[C:22](=[O:43])[C@@H:21]1[CH2:20][N:19]([OH:18])[CH:1]=[O:3])[CH2:27][CH2:28][CH3:29]. (10) Reactant: [Cl:1][C:2]1[CH:3]=[C:4]([NH:17][C:18]2[C:23]([C:24]#[C:25][C:26]3[O:30][C:29]([CH:31]=O)=[CH:28][CH:27]=3)=[CH:22][N:21]=[CH:20][N:19]=2)[CH:5]=[CH:6][C:7]=1[O:8][CH2:9][C:10]1[CH:15]=[CH:14][CH:13]=[C:12]([F:16])[CH:11]=1.CC(O)=O.C(N(CC)CC)C.ClC(Cl)C.[NH2:48][CH2:49][CH2:50][C:51]#[N:52].C([BH3-])#N.[Na+]. Product: [Cl:1][C:2]1[CH:3]=[C:4]([NH:17][C:18]2[C:23]([C:24]#[C:25][C:26]3[O:30][C:29]([CH2:31][NH:52][CH2:51][CH2:50][C:49]#[N:48])=[CH:28][CH:27]=3)=[CH:22][N:21]=[CH:20][N:19]=2)[CH:5]=[CH:6][C:7]=1[O:8][CH2:9][C:10]1[CH:15]=[CH:14][CH:13]=[C:12]([F:16])[CH:11]=1. The catalyst class is: 4.